Dataset: Full USPTO retrosynthesis dataset with 1.9M reactions from patents (1976-2016). Task: Predict the reactants needed to synthesize the given product. (1) Given the product [C:4]([C:8]1[CH:12]=[C:11]([C:13]([F:16])([F:14])[F:15])[N:10]([CH2:17][C:18]([OH:20])=[O:19])[N:9]=1)([CH3:7])([CH3:5])[CH3:6], predict the reactants needed to synthesize it. The reactants are: O.[OH-].[Li+].[C:4]([C:8]1[CH:12]=[C:11]([C:13]([F:16])([F:15])[F:14])[N:10]([CH2:17][C:18]([O:20]CC)=[O:19])[N:9]=1)([CH3:7])([CH3:6])[CH3:5]. (2) Given the product [CH3:35][C:33]1[CH:34]=[C:29]([C:28]2[CH:27]=[N:26][N:25]3[C:16]([C:17]([F:20])([F:19])[F:18])=[CH:15][C:14]([C:6]4[CH:7]=[CH:8][C:9]([C:10]([F:13])([F:12])[F:11])=[C:4]([O:3][CH2:1][CH3:2])[CH:5]=4)=[N:23][C:24]=23)[CH:30]=[C:31]([CH3:36])[N:32]=1, predict the reactants needed to synthesize it. The reactants are: [CH2:1]([O:3][C:4]1[CH:5]=[C:6]([C:14](=O)[CH2:15][C:16](=O)[C:17]([F:20])([F:19])[F:18])[CH:7]=[CH:8][C:9]=1[C:10]([F:13])([F:12])[F:11])[CH3:2].[NH2:23][C:24]1[C:28]([C:29]2[CH:34]=[C:33]([CH3:35])[N:32]=[C:31]([CH3:36])[CH:30]=2)=[CH:27][NH:26][N:25]=1. (3) Given the product [Cl:8][C:9]1[C:10](=[O:21])[C:11]2[CH:12]=[CH:13][CH:14]=[N:15][C:16]=2[C:17](=[O:20])[C:18]=1[N:22]1[CH2:27][CH2:26][CH2:25][CH2:24][CH2:23]1, predict the reactants needed to synthesize it. The reactants are: C(N(CC)CC)C.[Cl:8][C:9]1[C:10](=[O:21])[C:11]2[CH:12]=[CH:13][CH:14]=[N:15][C:16]=2[C:17](=[O:20])[C:18]=1Cl.[NH:22]1[CH2:27][CH2:26][CH2:25][CH2:24][CH2:23]1. (4) Given the product [NH2:11][C:9]1[N:8]=[CH:7][N:6]=[C:5]2[N:4]([C@@H:23]3[CH2:22][CH2:21][CH2:20][N:19]([C:17]([O:16][C:12]([CH3:15])([CH3:14])[CH3:13])=[O:18])[CH2:24]3)[N:3]=[C:2]([I:1])[C:10]=12, predict the reactants needed to synthesize it. The reactants are: [I:1][C:2]1[C:10]2[C:5](=[N:6][CH:7]=[N:8][C:9]=2[NH2:11])[NH:4][N:3]=1.[C:12]([O:16][C:17]([N:19]1[CH2:24][CH2:23][CH2:22][C@H:21](O)[CH2:20]1)=[O:18])([CH3:15])([CH3:14])[CH3:13].C1C=CC(P(C2C=CC=CC=2)C2C=CC=CC=2)=CC=1.CC(OC(/N=N/C(OC(C)C)=O)=O)C. (5) Given the product [CH3:2][NH:1][C:8]1[CH:16]=[CH:15][C:11]([C:12]([OH:14])=[O:13])=[CH:10][N:9]=1, predict the reactants needed to synthesize it. The reactants are: [N:1]1C=CC=C[CH:2]=1.Cl[C:8]1[CH:16]=[CH:15][C:11]([C:12]([OH:14])=[O:13])=[CH:10][N:9]=1.CN.Cl. (6) Given the product [Cl:25][C:22]1[CH:23]=[CH:24][C:19]([CH2:18][N:13]([CH2:14][CH:15]([CH3:17])[CH3:16])[CH:10]2[CH2:11][CH2:12][NH:8][CH2:9]2)=[CH:20][CH:21]=1, predict the reactants needed to synthesize it. The reactants are: C(OC([N:8]1[CH2:12][CH2:11][CH:10]([N:13]([CH2:18][C:19]2[CH:24]=[CH:23][C:22]([Cl:25])=[CH:21][CH:20]=2)[CH2:14][CH:15]([CH3:17])[CH3:16])[CH2:9]1)=O)(C)(C)C.FC(F)(F)C(O)=O.